Predict the product of the given reaction. From a dataset of Forward reaction prediction with 1.9M reactions from USPTO patents (1976-2016). (1) Given the reactants [F:1][C:2]1[CH:3]=[C:4]([CH:14]([CH3:20])[C:15]([O:17][CH2:18][CH3:19])=[O:16])[CH:5]=[CH:6][C:7]=1[CH2:8][NH:9][S:10]([CH3:13])(=[O:12])=[O:11].[C:21]([O-])([O-])=O.[K+].[K+].CI, predict the reaction product. The product is: [F:1][C:2]1[CH:3]=[C:4]([CH:14]([CH3:20])[C:15]([O:17][CH2:18][CH3:19])=[O:16])[CH:5]=[CH:6][C:7]=1[CH2:8][N:9]([CH3:21])[S:10]([CH3:13])(=[O:11])=[O:12]. (2) Given the reactants [C:1]([C:4]1[CH:5]=[CH:6][C:7]2[N:11]=[C:10]([CH3:12])[N:9]([CH2:13][C:14]3[CH:19]=[CH:18][CH:17]=[CH:16][C:15]=3[Cl:20])[C:8]=2[CH:21]=1)(O)=[O:2].[F:22][C:23]([F:29])([F:28])[S:24]([NH2:27])(=[O:26])=[O:25].C1(C2CCCCCCCCCC=2)CCCCCCCCNN=1, predict the reaction product. The product is: [ClH:20].[Cl:20][C:15]1[CH:16]=[CH:17][CH:18]=[CH:19][C:14]=1[CH2:13][N:9]1[C:8]2[CH:21]=[C:4]([C:1](=[O:2])[NH:27][S:24]([C:23]([F:29])([F:28])[F:22])(=[O:26])=[O:25])[CH:5]=[CH:6][C:7]=2[N:11]=[C:10]1[CH3:12]. (3) Given the reactants [NH2:1][C:2]1[CH:3]=[C:4]([C:8]2[C:9]3[C:16]([C:17]([O:19][CH2:20][CH3:21])=[O:18])=[CH:15][NH:14][C:10]=3[N:11]=[CH:12][N:13]=2)[CH:5]=[CH:6][CH:7]=1.[Si:22]([O:29][CH2:30][C:31](=[CH2:35])[C:32](O)=[O:33])([C:25]([CH3:28])([CH3:27])[CH3:26])([CH3:24])[CH3:23].CCCP1(OP(CCC)(=O)OP(CCC)(=O)O1)=O, predict the reaction product. The product is: [Si:22]([O:29][CH2:30][C:31](=[CH2:35])[C:32]([NH:1][C:2]1[CH:3]=[C:4]([C:8]2[C:9]3[C:16]([C:17]([O:19][CH2:20][CH3:21])=[O:18])=[CH:15][NH:14][C:10]=3[N:11]=[CH:12][N:13]=2)[CH:5]=[CH:6][CH:7]=1)=[O:33])([C:25]([CH3:28])([CH3:27])[CH3:26])([CH3:23])[CH3:24]. (4) Given the reactants C(OC(=O)[NH:7][CH:8]1[CH2:13][CH2:12][CH:11]([CH2:14][NH:15][C:16]2[C:21]([C:22]#[C:23][C:24]3[CH:29]=[CH:28][CH:27]=[CH:26][CH:25]=3)=[CH:20][N:19]=[C:18]([NH:30][CH2:31][C:32]3[CH:37]=[CH:36][CH:35]=[CH:34][C:33]=3[O:38][C:39]([F:42])([F:41])[F:40])[N:17]=2)[CH2:10][CH2:9]1)(C)(C)C.C(O)(C(F)(F)F)=O, predict the reaction product. The product is: [NH2:7][C@H:8]1[CH2:13][CH2:12][C@H:11]([CH2:14][NH:15][C:16]2[C:21]([C:22]#[C:23][C:24]3[CH:29]=[CH:28][CH:27]=[CH:26][CH:25]=3)=[CH:20][N:19]=[C:18]([NH:30][CH2:31][C:32]3[CH:37]=[CH:36][CH:35]=[CH:34][C:33]=3[O:38][C:39]([F:41])([F:42])[F:40])[N:17]=2)[CH2:10][CH2:9]1. (5) The product is: [NH2:13][C:14]1[N:18]([CH2:19][CH3:20])[CH:17]=[N:16][C:15]=1[C:21]([NH:10][C:9]1[CH:8]=[N:27][C:6]([Cl:5])=[CH:12][CH:11]=1)=[O:23]. Given the reactants C[Al](C)C.[Cl:5][C:6]1[CH:12]=[CH:11][C:9]([NH2:10])=[CH:8]C=1.[NH2:13][C:14]1[N:18]([CH2:19][CH3:20])[CH:17]=[N:16][C:15]=1[C:21]([O:23]CC)=O.[Cl-].[NH4+:27], predict the reaction product. (6) Given the reactants [CH3:1][O:2][C:3]1[CH:8]=[C:7]([N+:9]([O-:11])=[O:10])[CH:6]=[CH:5][C:4]=1[N:12]1[CH2:17][CH2:16][NH:15][CH2:14][CH2:13]1.Cl[CH2:19][CH2:20][O:21][CH:22]1[CH2:24][CH2:23]1.C(=O)([O-])[O-].[K+].[K+].[I-].[K+], predict the reaction product. The product is: [CH:22]1([O:21][CH2:20][CH2:19][N:15]2[CH2:16][CH2:17][N:12]([C:4]3[CH:5]=[CH:6][C:7]([N+:9]([O-:11])=[O:10])=[CH:8][C:3]=3[O:2][CH3:1])[CH2:13][CH2:14]2)[CH2:24][CH2:23]1. (7) Given the reactants [NH2:1][C:2]1[S:3][C:4]([C:7]([O:9][CH2:10][CH3:11])=[O:8])=[CH:5][N:6]=1.[CH3:12][S:13]([C:16]1[CH:21]=[CH:20][C:19]([CH:22]([CH2:26][CH:27]2[CH2:32][CH2:31][O:30][CH2:29][CH2:28]2)[C:23](O)=[O:24])=[CH:18][CH:17]=1)(=[O:15])=[O:14], predict the reaction product. The product is: [CH3:12][S:13]([C:16]1[CH:17]=[CH:18][C:19]([CH:22]([CH2:26][CH:27]2[CH2:32][CH2:31][O:30][CH2:29][CH2:28]2)[C:23]([NH:1][C:2]2[S:3][C:4]([C:7]([O:9][CH2:10][CH3:11])=[O:8])=[CH:5][N:6]=2)=[O:24])=[CH:20][CH:21]=1)(=[O:15])=[O:14]. (8) Given the reactants [CH2:1]([O:3][C:4]([C:6]1[N:7]([CH2:19][C:20]2[CH:25]=[CH:24][CH:23]=[C:22]([Cl:26])[CH:21]=2)[C:8]2[C:13]([C:14]=1[N+:15]([O-])=O)=[CH:12][CH:11]=[C:10]([Br:18])[CH:9]=2)=[O:5])[CH3:2].[NH4+].[Cl-], predict the reaction product. The product is: [CH2:1]([O:3][C:4]([C:6]1[N:7]([CH2:19][C:20]2[CH:25]=[CH:24][CH:23]=[C:22]([Cl:26])[CH:21]=2)[C:8]2[C:13]([C:14]=1[NH2:15])=[CH:12][CH:11]=[C:10]([Br:18])[CH:9]=2)=[O:5])[CH3:2]. (9) Given the reactants [C:1]([O:4][C@@H:5]1[C@@H:10]([O:11][C:12](=[O:14])[CH3:13])[C@H:9]([O:15][C:16](=[O:18])[CH3:17])[C@@H:8]([O:19]/[C:20](/[C:29]([O:31][CH2:32][CH3:33])=[O:30])=[CH:21]\[C:22]2[CH:27]=[CH:26][CH:25]=[CH:24][C:23]=2F)[O:7][C@H:6]1[CH2:34][O:35][C:36](=[O:38])[CH3:37])(=[O:3])[CH3:2].[Br:39]C1C=CC=CC=1CC(=O)C(OCC)=O.[H-].[Na+].[Br-].C(O[C@@H]1[C@@H](OC(=O)C)[C@@H](OC(=O)C)[C@@H](COC(=O)C)O[C@@H]1O)(=O)C, predict the reaction product. The product is: [C:1]([O:4][C@H:5]1[C@@H:10]([O:11][C:12](=[O:14])[CH3:13])[C@H:9]([O:15][C:16](=[O:18])[CH3:17])[C@@H:8]([O:19]/[C:20](/[C:29]([O:31][CH2:32][CH3:33])=[O:30])=[CH:21]\[C:22]2[CH:27]=[CH:26][CH:25]=[CH:24][C:23]=2[Br:39])[O:7][C@H:6]1[CH2:34][O:35][C:36](=[O:38])[CH3:37])(=[O:3])[CH3:2]. (10) The product is: [Cl:1][C:2]1[CH:3]=[C:4]([CH3:9])[C:5]([O:8][CH2:13][CH2:12][C:11]([F:16])([F:15])[F:10])=[CH:6][N:7]=1. Given the reactants [Cl:1][C:2]1[N:7]=[CH:6][C:5]([OH:8])=[C:4]([CH3:9])[CH:3]=1.[F:10][C:11]([F:16])([F:15])[CH2:12][CH2:13]O, predict the reaction product.